Dataset: Full USPTO retrosynthesis dataset with 1.9M reactions from patents (1976-2016). Task: Predict the reactants needed to synthesize the given product. (1) Given the product [CH2:1]([O:3][C:4](=[O:12])[C:5]1[CH:10]=[CH:9][C:8]([N:11]=[CH:19][C:18]2[CH:21]=[C:14]([F:13])[CH:15]=[CH:16][C:17]=2[CH3:22])=[CH:7][CH:6]=1)[CH3:2], predict the reactants needed to synthesize it. The reactants are: [CH2:1]([O:3][C:4](=[O:12])[C:5]1[CH:10]=[CH:9][C:8]([NH2:11])=[CH:7][CH:6]=1)[CH3:2].[F:13][C:14]1[CH:15]=[CH:16][C:17]([CH3:22])=[C:18]([CH:21]=1)[CH:19]=O. (2) Given the product [CH3:1][O:2][C:3]([C:5]1[NH:6][C:7]2[C:12]([CH:13]=1)=[C:11]([OH:14])[CH:10]=[CH:9][CH:8]=2)=[O:4], predict the reactants needed to synthesize it. The reactants are: [CH3:1][O:2][C:3]([C:5]1[NH:6][C:7]2[C:12]([CH:13]=1)=[C:11]([O:14]C)[CH:10]=[CH:9][CH:8]=2)=[O:4].B(Br)(Br)Br.C(=O)(O)[O-].[Na+]. (3) The reactants are: C([O:3][C:4](=[O:26])[CH2:5][N:6]1[C:10]([CH3:11])=[C:9]([CH2:12][C:13]([NH:15][CH2:16][C:17]2[CH:22]=[CH:21][C:20]([F:23])=[CH:19][C:18]=2[Cl:24])=[O:14])[C:8]([CH3:25])=[N:7]1)C.[OH-].[Na+]. Given the product [Cl:24][C:18]1[CH:19]=[C:20]([F:23])[CH:21]=[CH:22][C:17]=1[CH2:16][NH:15][C:13](=[O:14])[CH2:12][C:9]1[C:8]([CH3:25])=[N:7][N:6]([CH2:5][C:4]([OH:26])=[O:3])[C:10]=1[CH3:11], predict the reactants needed to synthesize it. (4) The reactants are: Br[C:2]1[CH:3]=[CH:4][C:5](=[O:11])[N:6]([CH2:8][CH2:9][OH:10])[CH:7]=1.[F:12][C:13]1[CH:14]=[C:15](B(O)O)[CH:16]=[CH:17][CH:18]=1.C(=O)([O-])[O-].[Na+].[Na+].O1CCOCC1. Given the product [F:12][C:13]1[CH:18]=[C:17]([C:2]2[CH:3]=[CH:4][C:5](=[O:11])[N:6]([CH2:8][CH2:9][OH:10])[CH:7]=2)[CH:16]=[CH:15][CH:14]=1, predict the reactants needed to synthesize it.